From a dataset of Retrosynthesis with 50K atom-mapped reactions and 10 reaction types from USPTO. Predict the reactants needed to synthesize the given product. (1) Given the product N#Cc1ccc(-c2cccc3c2CCCC3=O)cc1F, predict the reactants needed to synthesize it. The reactants are: N#Cc1ccc(B(O)O)cc1F.O=C1CCCc2c(Br)cccc21. (2) Given the product CC(Cc1ccc(OCc2ccccc2)cc1)NCCC(c1ccccc1)c1ccccc1, predict the reactants needed to synthesize it. The reactants are: CC(Cc1ccc(OCc2ccccc2)cc1)NC(=O)CC(c1ccccc1)c1ccccc1.